Dataset: Catalyst prediction with 721,799 reactions and 888 catalyst types from USPTO. Task: Predict which catalyst facilitates the given reaction. (1) Reactant: [Br:1]Br.[N:3]1([C:9]2[CH:14]=[CH:13][CH:12]=[CH:11][CH:10]=2)[CH2:8][CH2:7][O:6][CH2:5][CH2:4]1.O. Product: [Br:1][C:12]1[CH:13]=[CH:14][C:9]([N:3]2[CH2:8][CH2:7][O:6][CH2:5][CH2:4]2)=[CH:10][CH:11]=1. The catalyst class is: 8. (2) Reactant: [NH2:1][C:2](=[N:16][OH:17])[C@@H:3]1[CH2:7][CH2:6][CH2:5][C@@H:4]1[NH:8][C:9](=[O:15])[O:10][C:11]([CH3:14])([CH3:13])[CH3:12].C(#N)C.[C:21](N1C=CN=C1)(N1C=CN=C1)=[S:22].C1CCN2C(=NCCC2)CC1. Product: [S:22]=[C:21]1[O:17][N:16]=[C:2]([C@@H:3]2[CH2:7][CH2:6][CH2:5][C@@H:4]2[NH:8][C:9](=[O:15])[O:10][C:11]([CH3:14])([CH3:12])[CH3:13])[NH:1]1. The catalyst class is: 223. (3) Reactant: Br[C:2]1[CH:7]=[CH:6][CH:5]=[CH:4][N:3]=1.C([Li])CCC.[CH2:13]([Sn:17](Cl)([CH2:22][CH2:23][CH2:24][CH3:25])[CH2:18][CH2:19][CH2:20][CH3:21])[CH2:14][CH2:15][CH3:16]. Product: [CH2:22]([Sn:17]([CH2:13][CH2:14][CH2:15][CH3:16])([CH2:18][CH2:19][CH2:20][CH3:21])[C:2]1[CH:7]=[CH:6][CH:5]=[CH:4][N:3]=1)[CH2:23][CH2:24][CH3:25]. The catalyst class is: 20.